Predict the product of the given reaction. From a dataset of Forward reaction prediction with 1.9M reactions from USPTO patents (1976-2016). Given the reactants [NH2:1][C:2]1[CH:7]=[C:6]([Cl:8])[C:5]([N+:9]([O-:11])=[O:10])=[CH:4][C:3]=1[OH:12].[CH2:13](Br)[CH:14]=[CH2:15].C([O-])([O-])=O.[K+].[K+], predict the reaction product. The product is: [CH2:15]([O:12][C:3]1[CH:4]=[C:5]([N+:9]([O-:11])=[O:10])[C:6]([Cl:8])=[CH:7][C:2]=1[NH2:1])[CH:14]=[CH2:13].